From a dataset of Catalyst prediction with 721,799 reactions and 888 catalyst types from USPTO. Predict which catalyst facilitates the given reaction. (1) Reactant: [NH2:1][C:2]1[C:3](=[O:12])[N:4]([CH3:11])[C:5](=[O:10])[N:6]([CH3:9])[C:7]=1[NH2:8].[CH2:13]([O:16][CH2:17][CH2:18][C:19](O)=[O:20])[CH2:14][CH3:15].CCN=C=NCCCN(C)C. Product: [NH2:8][C:7]1[N:6]([CH3:9])[C:5](=[O:10])[N:4]([CH3:11])[C:3](=[O:12])[C:2]=1[NH:1][C:19](=[O:20])[CH2:18][CH2:17][O:16][CH2:13][CH2:14][CH3:15]. The catalyst class is: 8. (2) Reactant: [CH3:1][C:2]1[CH:3]=[C:4]2[C:10]([C:11]3[C:16]([C:17]#[N:18])=[CH:15][N:14]=[C:13](S(C)(=O)=O)[N:12]=3)=[CH:9][N:8]([S:23]([C:26]3[CH:32]=[CH:31][C:29]([CH3:30])=[CH:28][CH:27]=3)(=[O:25])=[O:24])[C:5]2=[N:6][CH:7]=1.[NH2:33][C@H:34]([CH:37]([CH3:39])[CH3:38])[CH2:35][OH:36].C(N(C(C)C)CC)(C)C. Product: [OH:36][CH2:35][C@H:34]([NH:33][C:13]1[N:12]=[C:11]([C:10]2[C:4]3[C:5](=[N:6][CH:7]=[C:2]([CH3:1])[CH:3]=3)[N:8]([S:23]([C:26]3[CH:32]=[CH:31][C:29]([CH3:30])=[CH:28][CH:27]=3)(=[O:25])=[O:24])[CH:9]=2)[C:16]([C:17]#[N:18])=[CH:15][N:14]=1)[CH:37]([CH3:39])[CH3:38]. The catalyst class is: 1. (3) Reactant: C[O:2][C:3]([C:5]1[S:6][C:7]([C:27]#[C:28][C:29]([CH3:32])([CH3:31])[CH3:30])=[CH:8][C:9]=1[N:10]([C@H:20]1[CH2:25][CH2:24][C@H:23]([OH:26])[CH2:22][CH2:21]1)[C:11]([C@H:13]1[CH2:18][CH2:17][C@H:16]([CH3:19])[CH2:15][CH2:14]1)=[O:12])=[O:4].CO.O.O[Li].O. Product: [CH3:31][C:29]([CH3:30])([CH3:32])[C:28]#[C:27][C:7]1[S:6][C:5]([C:3]([OH:4])=[O:2])=[C:9]([N:10]([C@H:20]2[CH2:25][CH2:24][C@H:23]([OH:26])[CH2:22][CH2:21]2)[C:11]([C@H:13]2[CH2:18][CH2:17][C@H:16]([CH3:19])[CH2:15][CH2:14]2)=[O:12])[CH:8]=1. The catalyst class is: 1.